This data is from Peptide-MHC class II binding affinity with 134,281 pairs from IEDB. The task is: Regression. Given a peptide amino acid sequence and an MHC pseudo amino acid sequence, predict their binding affinity value. This is MHC class II binding data. The MHC is DRB1_0802 with pseudo-sequence DRB1_0802. The binding affinity (normalized) is 0.210. The peptide sequence is TPESATPFPHRKGVL.